Dataset: Forward reaction prediction with 1.9M reactions from USPTO patents (1976-2016). Task: Predict the product of the given reaction. (1) The product is: [CH2:1]([N:3]1[C:7]([CH2:8][S:9][C:10]2[CH:11]=[CH:12][C:13]([NH2:16])=[CH:14][CH:15]=2)=[N:6][N:5]=[N:4]1)[CH3:2].[CH2:19]([N:21]1[N:25]=[N:24][C:23]([CH2:26][S:27][C:28]2[CH:29]=[CH:30][C:31]([NH2:34])=[CH:32][CH:33]=2)=[N:22]1)[CH3:20]. Given the reactants [CH2:1]([N:3]1[C:7]([CH2:8][S:9][C:10]2[CH:15]=[CH:14][C:13]([N+:16]([O-])=O)=[CH:12][CH:11]=2)=[N:6][N:5]=[N:4]1)[CH3:2].[CH2:19]([N:21]1[N:25]=[N:24][C:23]([CH2:26][S:27][C:28]2[CH:33]=[CH:32][C:31]([N+:34]([O-])=O)=[CH:30][CH:29]=2)=[N:22]1)[CH3:20], predict the reaction product. (2) Given the reactants [CH:1]1([C:4]([N:6]2[CH2:9][CH:8]([CH2:10][C:11]([NH:13][NH2:14])=[O:12])[CH2:7]2)=[O:5])[CH2:3][CH2:2]1.[Br:15][C:16]1[CH:21]=[CH:20][C:19]([N:22]=[C:23]=[O:24])=[CH:18][CH:17]=1, predict the reaction product. The product is: [Br:15][C:16]1[CH:21]=[CH:20][C:19]([NH:22][C:23]([NH:14][NH:13][C:11](=[O:12])[CH2:10][CH:8]2[CH2:7][N:6]([C:4]([CH:1]3[CH2:3][CH2:2]3)=[O:5])[CH2:9]2)=[O:24])=[CH:18][CH:17]=1. (3) Given the reactants [F:1][C:2]1[CH:3]=[C:4]2[C:8](=[CH:9][CH:10]=1)[NH:7][CH:6]=[C:5]2[CH:11]1[CH2:16][CH2:15][NH:14][CH2:13][CH2:12]1.O1CCCC1.[I-].[K+].Cl[CH2:25][CH2:26][CH2:27][C:28]([N:30]1[CH2:39][CH2:38][C:37]2[C:32](=[CH:33][CH:34]=[CH:35][CH:36]=2)[CH2:31]1)=[O:29], predict the reaction product. The product is: [F:1][C:2]1[CH:3]=[C:4]2[C:8](=[CH:9][CH:10]=1)[NH:7][CH:6]=[C:5]2[CH:11]1[CH2:16][CH2:15][N:14]([CH2:25][CH2:26][CH2:27][C:28]([N:30]2[CH2:39][CH2:38][C:37]3[C:32](=[CH:33][CH:34]=[CH:35][CH:36]=3)[CH2:31]2)=[O:29])[CH2:13][CH2:12]1. (4) Given the reactants [CH:1]1([N:5]2[CH2:10][CH2:9][CH:8]([CH2:11][C:12]([OH:14])=O)[CH2:7][CH2:6]2)[CH2:4][CH2:3][CH2:2]1.CN(C(ON1N=NC2C=CC=NC1=2)=[N+](C)C)C.F[P-](F)(F)(F)(F)F.CCN(C(C)C)C(C)C.[OH:48]/[N:49]=[C:50](/[C:52]1[CH:60]=[CH:59][C:55]2[O:56][CH2:57][O:58][C:54]=2[CH:53]=1)\[NH2:51], predict the reaction product. The product is: [O:56]1[C:55]2[CH:59]=[CH:60][C:52](/[C:50](=[N:49]/[OH:48])/[NH:51][C:12](=[O:14])[CH2:11][CH:8]3[CH2:7][CH2:6][N:5]([CH:1]4[CH2:2][CH2:3][CH2:4]4)[CH2:10][CH2:9]3)=[CH:53][C:54]=2[O:58][CH2:57]1. (5) The product is: [Br:1][C:2]1[CH:3]=[CH:4][C:5]([N:11]2[CH2:16][CH2:15][O:14][CH2:13][CH2:12]2)=[C:6]([C:7]([N:28]2[CH2:27][CH2:26][N:25]([C:22]3[CH:21]=[CH:20][C:19]([C:18]([F:31])([F:32])[F:17])=[CH:24][CH:23]=3)[CH2:30][CH2:29]2)=[O:8])[CH:10]=1. Given the reactants [Br:1][C:2]1[CH:3]=[CH:4][C:5]([N:11]2[CH2:16][CH2:15][O:14][CH2:13][CH2:12]2)=[C:6]([CH:10]=1)[C:7](Cl)=[O:8].[F:17][C:18]([F:32])([F:31])[C:19]1[CH:24]=[CH:23][C:22]([N:25]2[CH2:30][CH2:29][NH:28][CH2:27][CH2:26]2)=[CH:21][CH:20]=1, predict the reaction product.